The task is: Regression. Given two drug SMILES strings and cell line genomic features, predict the synergy score measuring deviation from expected non-interaction effect.. This data is from NCI-60 drug combinations with 297,098 pairs across 59 cell lines. (1) Drug 1: CN1C(=O)N2C=NC(=C2N=N1)C(=O)N. Drug 2: CC12CCC3C(C1CCC2O)C(CC4=C3C=CC(=C4)O)CCCCCCCCCS(=O)CCCC(C(F)(F)F)(F)F. Cell line: EKVX. Synergy scores: CSS=-6.83, Synergy_ZIP=2.37, Synergy_Bliss=-1.39, Synergy_Loewe=-4.81, Synergy_HSA=-5.64. (2) Synergy scores: CSS=-14.7, Synergy_ZIP=5.43, Synergy_Bliss=-2.42, Synergy_Loewe=-14.0, Synergy_HSA=-14.0. Drug 1: CC(C)CN1C=NC2=C1C3=CC=CC=C3N=C2N. Drug 2: COCCOC1=C(C=C2C(=C1)C(=NC=N2)NC3=CC=CC(=C3)C#C)OCCOC.Cl. Cell line: HL-60(TB). (3) Drug 1: CC12CCC3C(C1CCC2O)C(CC4=C3C=CC(=C4)O)CCCCCCCCCS(=O)CCCC(C(F)(F)F)(F)F. Drug 2: C1C(C(OC1N2C=NC(=NC2=O)N)CO)O. Cell line: OVCAR-8. Synergy scores: CSS=8.61, Synergy_ZIP=-4.29, Synergy_Bliss=-2.96, Synergy_Loewe=-8.21, Synergy_HSA=-3.13.